Dataset: Full USPTO retrosynthesis dataset with 1.9M reactions from patents (1976-2016). Task: Predict the reactants needed to synthesize the given product. Given the product [Cl:12][C:9]1[CH:8]=[C:7]2[C:6]([C:4]3[O:18][C:19]4[CH:26]=[CH:25][CH:24]=[CH:23][C:20]=4[C:21]=3[N:22]=[C:13]2[OH:14])=[CH:11][CH:10]=1, predict the reactants needed to synthesize it. The reactants are: COC(=O)[CH:4]([C:6]1[CH:11]=[CH:10][C:9]([Cl:12])=[CH:8][C:7]=1[C:13](OC)=[O:14])Br.[OH:18][C:19]1[CH:26]=[CH:25][CH:24]=[CH:23][C:20]=1[C:21]#[N:22].C(N(CC)CC)C.